Task: Predict the product of the given reaction.. Dataset: Forward reaction prediction with 1.9M reactions from USPTO patents (1976-2016) (1) Given the reactants Cl[C:2]1[N:7]=[CH:6][N:5]=[C:4]([NH:8][CH2:9][CH:10]([C:12]2[CH:17]=[CH:16][CH:15]=[CH:14][C:13]=2[O:18][CH3:19])[CH3:11])[CH:3]=1.[CH3:20][N:21]1[CH2:26][CH2:25][N:24]([C:27]2[CH:32]=[CH:31][C:30](B3OC(C)(C)C(C)(C)O3)=[CH:29][N:28]=2)[CH2:23][CH2:22]1.C1(P(C2CCCCC2)C2C=CC=CC=2C2C(OC)=C(S(O[Na])(=O)=O)C=CC=2OC)CCCCC1.C([O-])([O-])=O.[Na+].[Na+], predict the reaction product. The product is: [CH3:19][O:18][C:13]1[CH:14]=[CH:15][CH:16]=[CH:17][C:12]=1[CH:10]([CH3:11])[CH2:9][NH:8][C:4]1[CH:3]=[C:2]([C:30]2[CH:29]=[N:28][C:27]([N:24]3[CH2:23][CH2:22][N:21]([CH3:20])[CH2:26][CH2:25]3)=[CH:32][CH:31]=2)[N:7]=[CH:6][N:5]=1. (2) Given the reactants C=C1C[CH2:6][CH:5]([C:8]2[CH:13]=[C:12]([N:14]([CH2:23][O:24][CH2:25][CH2:26][Si:27]([CH3:30])([CH3:29])[CH3:28])[CH2:15][O:16][CH2:17][CH2:18][Si:19]([CH3:22])([CH3:21])[CH3:20])[N:11]3[N:31]=[CH:32][CH:33]=[C:10]3[N:9]=2)[CH2:4]C1.C[N+]1([O-])CC[O:38][CH2:37]C1.[CH3:42][C:43]([CH3:45])=[O:44].O.CC#N, predict the reaction product. The product is: [CH3:21][Si:19]([CH3:20])([CH3:22])[CH2:18][CH2:17][O:16][CH2:15][N:14]([CH2:23][O:24][CH2:25][CH2:26][Si:27]([CH3:28])([CH3:30])[CH3:29])[C:12]1[N:11]2[N:31]=[CH:32][CH:33]=[C:10]2[N:9]=[C:8]([CH:5]2[CH2:6][CH2:45][C:43]([CH2:37][OH:38])([OH:44])[CH2:42][CH2:4]2)[CH:13]=1.